From a dataset of Forward reaction prediction with 1.9M reactions from USPTO patents (1976-2016). Predict the product of the given reaction. (1) Given the reactants [OH:1][C:2]1[CH:3]=[C:4]2[C:8](=[CH:9][CH:10]=1)[NH:7][CH:6]=[C:5]2/[C:11](=[CH:14]/[C:15]1[CH:16]=[N:17][CH:18]=[CH:19][CH:20]=1)/[C:12]#[N:13].[CH3:21][C:22]([O:25][C:26](O[C:26]([O:25][C:22]([CH3:24])([CH3:23])[CH3:21])=[O:27])=[O:27])([CH3:24])[CH3:23], predict the reaction product. The product is: [C:12]([C:11]([C:5]1[C:4]2[C:8](=[CH:9][CH:10]=[C:2]([OH:1])[CH:3]=2)[N:7]([C:26]([O:25][C:22]([CH3:24])([CH3:23])[CH3:21])=[O:27])[CH:6]=1)=[CH:14][C:15]1[CH:16]=[N:17][CH:18]=[CH:19][CH:20]=1)#[N:13]. (2) Given the reactants [CH3:1][C:2]([NH:10][C:11]([C:13]1[CH:18]=[N:17][C:16](Br)=[C:15]([C:20]2[CH:25]=[CH:24][CH:23]=[C:22]([Cl:26])[CH:21]=2)[N:14]=1)=[O:12])([C:4]1[N:8]=[C:7]([CH3:9])[O:6][N:5]=1)[CH3:3].Cl.[F:28][C:29]1([F:33])[CH2:32][NH:31][CH2:30]1.C1CCN2C(=NCCC2)CC1, predict the reaction product. The product is: [CH3:1][C:2]([NH:10][C:11]([C:13]1[CH:18]=[N:17][C:16]([N:31]2[CH2:32][C:29]([F:33])([F:28])[CH2:30]2)=[C:15]([C:20]2[CH:25]=[CH:24][CH:23]=[C:22]([Cl:26])[CH:21]=2)[N:14]=1)=[O:12])([C:4]1[N:8]=[C:7]([CH3:9])[O:6][N:5]=1)[CH3:3]. (3) Given the reactants [CH:1](=O)[C:2]1[CH:7]=[CH:6][CH:5]=[CH:4][CH:3]=1.Cl.[NH2:10][C@H:11]([CH3:16])[C:12]([O:14][CH3:15])=[O:13], predict the reaction product. The product is: [CH2:1]([NH:10][C@H:11]([CH3:16])[C:12]([O:14][CH3:15])=[O:13])[C:2]1[CH:7]=[CH:6][CH:5]=[CH:4][CH:3]=1. (4) Given the reactants [OH-].[K+:2].[CH3:3][CH2:4][CH2:5][CH2:6][C:7]1[N:11]([CH2:12][C:13]2[CH:14]=[CH:15][C:16]([C:19]3[CH:20]=[CH:21][CH:22]=[CH:23][C:24]=3[C:25]3[N:29]=[N:28][NH:27][N:26]=3)=[CH:17][CH:18]=2)[C:10]([CH2:30][OH:31])=[C:9]([Cl:32])[N:8]=1, predict the reaction product. The product is: [CH3:3][CH2:4][CH2:5][CH2:6][C:7]1[N:11]([CH2:12][C:13]2[CH:18]=[CH:17][C:16]([C:19]3[CH:20]=[CH:21][CH:22]=[CH:23][C:24]=3[C:25]3[N:29]=[N:28][N-:27][N:26]=3)=[CH:15][CH:14]=2)[C:10]([CH2:30][OH:31])=[C:9]([Cl:32])[N:8]=1.[K+:2]. (5) The product is: [ClH:22].[Cl:22][C:19]1[CH:20]=[CH:21][C:16]([N:11]2[CH2:10][CH:9]3[NH:8][CH:13]([CH2:14][CH2:15]3)[CH2:12]2)=[CH:17][CH:18]=1. Given the reactants C([N:8]1[CH:13]2[CH2:14][CH2:15][CH:9]1[CH2:10][N:11]([C:16]1[CH:21]=[CH:20][C:19]([Cl:22])=[CH:18][CH:17]=1)[CH2:12]2)C1C=CC=CC=1, predict the reaction product. (6) Given the reactants [OH:1][C:2]1[CH:3]=[C:4]([C:8]2[CH:9]=[C:10]3[C:15](=[CH:16][CH:17]=2)[C:14](=[O:18])[CH2:13][CH2:12][CH2:11]3)[CH:5]=[CH:6][CH:7]=1, predict the reaction product. The product is: [OH:1][C:2]1[CH:3]=[C:4]([C:8]2[CH:9]=[C:10]3[C:15](=[CH:16][CH:17]=2)[C:14]([OH:18])=[CH:13][CH:12]=[CH:11]3)[CH:5]=[CH:6][CH:7]=1. (7) Given the reactants [NH:1]1[C:9]2[CH2:8][CH2:7][CH2:6][CH2:5][C:4]=2[C:3](O)=[N:2]1.P(Cl)(Cl)([Cl:13])=O, predict the reaction product. The product is: [Cl:13][C:3]1[C:4]2[CH2:5][CH2:6][CH2:7][CH2:8][C:9]=2[NH:1][N:2]=1. (8) Given the reactants [Cl:1][C:2]1[CH:3]=[C:4]([C:12]2[O:16][N:15]=[C:14]([C:17]3[C:22]4[CH:23]=[CH:24][O:25][C:21]=4[C:20]([CH2:26][CH2:27][C:28]([O:30]CC)=[O:29])=[CH:19][CH:18]=3)[N:13]=2)[CH:5]=[CH:6][C:7]=1[O:8][CH:9]([CH3:11])[CH3:10].[OH-].[Na+], predict the reaction product. The product is: [Cl:1][C:2]1[CH:3]=[C:4]([C:12]2[O:16][N:15]=[C:14]([C:17]3[C:22]4[CH:23]=[CH:24][O:25][C:21]=4[C:20]([CH2:26][CH2:27][C:28]([OH:30])=[O:29])=[CH:19][CH:18]=3)[N:13]=2)[CH:5]=[CH:6][C:7]=1[O:8][CH:9]([CH3:11])[CH3:10]. (9) Given the reactants Br[C:2]1[CH:7]=[CH:6][C:5]([Br:8])=[CH:4][N:3]=1.[CH2:9]([S:11]([N:14]1[CH2:19][CH2:18][NH:17][CH2:16][CH2:15]1)(=[O:13])=[O:12])[CH3:10].C(N(C(C)C)CC)(C)C.O, predict the reaction product. The product is: [Br:8][C:5]1[CH:6]=[CH:7][C:2]([N:17]2[CH2:16][CH2:15][N:14]([S:11]([CH2:9][CH3:10])(=[O:12])=[O:13])[CH2:19][CH2:18]2)=[N:3][CH:4]=1.